This data is from Forward reaction prediction with 1.9M reactions from USPTO patents (1976-2016). The task is: Predict the product of the given reaction. (1) Given the reactants C[O:2][C:3](=[O:30])[C:4]1[CH:9]=[CH:8][C:7]([NH:10][C:11]2[C:12]3[N:13]([CH:27]=[CH:28][N:29]=3)[C:14]([C:17]3[CH:18]=[C:19]4[C:23](=[CH:24][CH:25]=3)[C:22](=[O:26])[NH:21][CH2:20]4)=[CH:15][CH:16]=2)=[CH:6][CH:5]=1.ClC1N2C=CN=C2C(NC2C=CC(N3CCN(C(C)C)CC3)=CC=2)=CC=1.O.[OH-].[Li+], predict the reaction product. The product is: [O:26]=[C:22]1[C:23]2[C:19](=[CH:18][C:17]([C:14]3[N:13]4[CH:27]=[CH:28][N:29]=[C:12]4[C:11]([NH:10][C:7]4[CH:8]=[CH:9][C:4]([C:3]([OH:30])=[O:2])=[CH:5][CH:6]=4)=[CH:16][CH:15]=3)=[CH:25][CH:24]=2)[CH2:20][NH:21]1. (2) Given the reactants C([O:8][C:9]1[C:10](=[O:76])[N:11]([CH3:75])[CH:12]=[CH:13][C:14]=1[C:15]([NH:17][CH2:18][CH2:19][N:20]([CH2:54][CH2:55][NH:56][C:57]([C:59]1[CH:64]=[CH:63][N:62]([CH3:65])[C:61](=[O:66])[C:60]=1[O:67]CC1C=CC=CC=1)=[O:58])[CH2:21][CH:22]([NH:35][C:36]([C:38]1[CH:43]=[CH:42][N:41]([CH3:44])[C:40](=[O:45])[C:39]=1[O:46]CC1C=CC=CC=1)=[O:37])[CH2:23][CH2:24][CH2:25][CH2:26][NH:27]C(=O)OC(C)(C)C)=[O:16])C1C=CC=CC=1.Cl, predict the reaction product. The product is: [OH:67][C:60]1[C:61](=[O:66])[N:62]([CH3:65])[CH:63]=[CH:64][C:59]=1[C:57]([NH:56][CH2:55][CH2:54][N:20]([CH2:19][CH2:18][NH:17][C:15]([C:14]1[CH:13]=[CH:12][N:11]([CH3:75])[C:10](=[O:76])[C:9]=1[OH:8])=[O:16])[CH2:21][CH:22]([NH:35][C:36]([C:38]1[CH:43]=[CH:42][N:41]([CH3:44])[C:40](=[O:45])[C:39]=1[OH:46])=[O:37])[CH2:23][CH2:24][CH2:25][CH2:26][NH2:27])=[O:58]. (3) Given the reactants [NH:1]1[C:5]2=[N:6][CH:7]=[CH:8][CH:9]=[C:4]2[C:3]([C:10]([O:12][CH3:13])=[O:11])=[N:2]1.[Br:14][C:15]1[CH:16]=[C:17](B2OC(C)(C)C(C)(C)O2)[CH:18]=[C:19]([Cl:21])[CH:20]=1, predict the reaction product. The product is: [Br:14][C:15]1[CH:16]=[C:17]([N:1]2[C:5]3=[N:6][CH:7]=[CH:8][CH:9]=[C:4]3[C:3]([C:10]([O:12][CH3:13])=[O:11])=[N:2]2)[CH:18]=[C:19]([Cl:21])[CH:20]=1.